From a dataset of Forward reaction prediction with 1.9M reactions from USPTO patents (1976-2016). Predict the product of the given reaction. Given the reactants C[C:2]([CH3:5])([O-:4])C.[K+].[Br:7][C:8]1[CH:15]=[CH:14][C:11]([CH:12]=O)=[CH:10][CH:9]=1.C1C[O:19][CH2:18][CH2:17]1, predict the reaction product. The product is: [Br:7][C:8]1[CH:15]=[CH:14][C:11](/[CH:12]=[CH:17]/[C:18]([O:4][CH2:2][CH3:5])=[O:19])=[CH:10][CH:9]=1.